Predict the product of the given reaction. From a dataset of Forward reaction prediction with 1.9M reactions from USPTO patents (1976-2016). Given the reactants [Cl:1][C:2]1[CH:9]=[C:8]([N:10]([CH2:16][C:17]2[CH:22]=[CH:21][CH:20]=[CH:19][C:18]=2[Cl:23])[C@H:11]2[CH2:15][CH2:14][NH:13][CH2:12]2)[CH:7]=[CH:6][C:3]=1[C:4]#[N:5].Cl[CH2:25][C:26]1[CH:27]=[N:28][CH:29]=[CH:30][CH:31]=1, predict the reaction product. The product is: [Cl:1][C:2]1[CH:9]=[C:8]([N:10]([CH2:16][C:17]2[CH:22]=[CH:21][CH:20]=[CH:19][C:18]=2[Cl:23])[C@H:11]2[CH2:15][CH2:14][N:13]([CH2:25][C:26]3[CH:27]=[N:28][CH:29]=[CH:30][CH:31]=3)[CH2:12]2)[CH:7]=[CH:6][C:3]=1[C:4]#[N:5].